This data is from Peptide-MHC class I binding affinity with 185,985 pairs from IEDB/IMGT. The task is: Regression. Given a peptide amino acid sequence and an MHC pseudo amino acid sequence, predict their binding affinity value. This is MHC class I binding data. (1) The peptide sequence is SIYLELDTI. The MHC is Mamu-B01 with pseudo-sequence Mamu-B01. The binding affinity (normalized) is 0.819. (2) The MHC is HLA-B57:01 with pseudo-sequence HLA-B57:01. The peptide sequence is AQNAISTTF. The binding affinity (normalized) is 0.0847.